This data is from Reaction yield outcomes from USPTO patents with 853,638 reactions. The task is: Predict the reaction yield, written as a fraction of the theoretical maximum amount of product (1.0 means a 100% yield; for example, 0.34 means a 34% yield). (1) The reactants are C(N(CC)C(C)C)(C)C.[CH3:10][C:11]([CH3:18])([CH2:16]O)[C:12]([O:14][CH3:15])=[O:13].[CH3:19][S:20](Cl)(=O)=O.[Na].CS. The catalyst is ClCCl.Cl.O1CCOCC1.C(OCC)(=O)C. The product is [CH3:15][O:14][C:12](=[O:13])[C:11]([CH3:10])([CH3:18])[CH2:16][S:20][CH3:19]. The yield is 0.240. (2) The reactants are [Li][CH2:2]CCC.[F:6][C:7]([F:17])([F:16])[C:8]1[CH:9]=[C:10]([CH:13]=[CH:14][CH:15]=1)[CH:11]=O. The catalyst is O1CCCC1. The product is [F:6][C:7]([F:17])([F:16])[C:8]1[CH:15]=[CH:14][CH:13]=[C:10]([CH:11]=[CH2:2])[CH:9]=1. The yield is 0.400. (3) The reactants are [C:1]([C:5]1[O:9][N:8]=[C:7]([NH:10][C:11]([NH:13][C:14]2[CH:19]=[CH:18][CH:17]=[C:16]([O:20][C:21]3[C:30]4[C:25](=[CH:26][C:27]([O:33][CH2:34][C@H:35]5[CH2:37][O:36]5)=[C:28]([O:31][CH3:32])[CH:29]=4)[N:24]=[CH:23][N:22]=3)[CH:15]=2)=[O:12])[CH:6]=1)([CH3:4])([CH3:3])[CH3:2].[CH3:38][N:39]1[CH2:44][CH2:43][NH:42][CH2:41][CH2:40]1. The catalyst is CN(C)C=O. The product is [C:1]([C:5]1[O:9][N:8]=[C:7]([NH:10][C:11]([NH:13][C:14]2[CH:19]=[CH:18][CH:17]=[C:16]([O:20][C:21]3[C:30]4[C:25](=[CH:26][C:27]([O:33][CH2:34][C@H:35]([OH:36])[CH2:37][N:42]5[CH2:43][CH2:44][N:39]([CH3:38])[CH2:40][CH2:41]5)=[C:28]([O:31][CH3:32])[CH:29]=4)[N:24]=[CH:23][N:22]=3)[CH:15]=2)=[O:12])[CH:6]=1)([CH3:3])([CH3:2])[CH3:4]. The yield is 0.170. (4) The reactants are Br[C:2]1[C:7]2=[N:8][C:9]([C:12]([NH:14][CH:15]([C:17]([OH:20])([CH3:19])[CH3:18])[CH3:16])=[O:13])=[CH:10][N:11]=[C:6]2[CH:5]=[N:4][CH:3]=1.[F:21][C:22]([F:33])([F:32])[C:23]1[CH:28]=[CH:27][C:26](B(O)O)=[CH:25][CH:24]=1.C(=O)([O-])[O-].[Cs+].[Cs+].O1CCOCC1. The catalyst is C1(P([C-]2C=CC=C2)C2C=CC=CC=2)C=CC=CC=1.[C-]1(P(C2C=CC=CC=2)C2C=CC=CC=2)C=CC=C1.[Fe+2].[Pd](Cl)Cl.O. The product is [OH:20][C:17]([CH3:19])([CH3:18])[CH:15]([NH:14][C:12]([C:9]1[N:8]=[C:7]2[C:2]([C:26]3[CH:27]=[CH:28][C:23]([C:22]([F:33])([F:32])[F:21])=[CH:24][CH:25]=3)=[CH:3][N:4]=[CH:5][C:6]2=[N:11][CH:10]=1)=[O:13])[CH3:16]. The yield is 0.980. (5) The reactants are [Cl:1][C:2]1[CH:3]=[CH:4][C:5]([O:10][CH2:11][CH:12]([O:16]CC)OCC)=[C:6]([CH:9]=1)[CH:7]=O. The yield is 0.200. The catalyst is C(O)(=O)C. The product is [Cl:1][C:2]1[CH:3]=[CH:4][C:5]2[O:10][C:11]([CH:12]=[O:16])=[CH:7][C:6]=2[CH:9]=1. (6) The reactants are [NH2:1][C@H:2]([CH2:6]O)[CH:3]([CH3:5])[CH3:4].C(N(CC)CC)C.[F:15][C:16]([F:29])([F:28])[S:17](O[S:17]([C:16]([F:29])([F:28])[F:15])(=[O:19])=[O:18])(=[O:19])=[O:18]. The catalyst is C(Cl)Cl. The product is [F:15][C:16]([F:29])([F:28])[S:17]([N@@:1]1[CH2:6][CH:2]1[CH:3]([CH3:5])[CH3:4])(=[O:19])=[O:18]. The yield is 0.670. (7) The reactants are F[C:2]1[CH:9]=[CH:8][C:7]([CH:10]=[O:11])=[CH:6][C:3]=1[C:4]#[N:5].C([O-])([O-])=O.[K+].[K+].[N+:18]([C:21]1[N:25]=[CH:24][NH:23][N:22]=1)([O-:20])=[O:19]. The catalyst is CN(C=O)C.O. The product is [CH:10]([C:7]1[CH:8]=[CH:9][C:2]([N:23]2[CH:24]=[N:25][C:21]([N+:18]([O-:20])=[O:19])=[N:22]2)=[C:3]([CH:6]=1)[C:4]#[N:5])=[O:11]. The yield is 0.450.